This data is from Peptide-MHC class II binding affinity with 134,281 pairs from IEDB. The task is: Regression. Given a peptide amino acid sequence and an MHC pseudo amino acid sequence, predict their binding affinity value. This is MHC class II binding data. (1) The peptide sequence is CAVVIIGVLHQNFKD. The MHC is DRB3_0301 with pseudo-sequence DRB3_0301. The binding affinity (normalized) is 0.542. (2) The binding affinity (normalized) is 0.239. The peptide sequence is TKKSIKEIASSISRL. The MHC is H-2-IAb with pseudo-sequence H-2-IAb.